This data is from Reaction yield outcomes from USPTO patents with 853,638 reactions. The task is: Predict the reaction yield, written as a fraction of the theoretical maximum amount of product (1.0 means a 100% yield; for example, 0.34 means a 34% yield). (1) The reactants are [NH2:1][C:2]1[C:3]([F:31])=[C:4]([C:8]2[N:9]=[C:10]([C:20]([NH:23][C:24](=[O:30])[O:25][C:26]([CH3:29])([CH3:28])[CH3:27])([CH3:22])[CH3:21])[S:11][C:12]=2[C:13]2[CH:18]=[CH:17][N:16]=[C:15]([Cl:19])[N:14]=2)[CH:5]=[CH:6][CH:7]=1.[F:32][C:33]1[CH:38]=[CH:37][CH:36]=[C:35]([F:39])[C:34]=1[S:40](Cl)(=[O:42])=[O:41]. The catalyst is N1C=CC=CC=1. The product is [Cl:19][C:15]1[N:14]=[C:13]([C:12]2[S:11][C:10]([C:20]([NH:23][C:24](=[O:30])[O:25][C:26]([CH3:29])([CH3:28])[CH3:27])([CH3:22])[CH3:21])=[N:9][C:8]=2[C:4]2[CH:5]=[CH:6][CH:7]=[C:2]([NH:1][S:40]([C:34]3[C:35]([F:39])=[CH:36][CH:37]=[CH:38][C:33]=3[F:32])(=[O:42])=[O:41])[C:3]=2[F:31])[CH:18]=[CH:17][N:16]=1. The yield is 0.590. (2) The reactants are [CH3:1][C:2]1([CH3:9])[O:6][C@@H:5]([CH2:7][OH:8])[CH2:4][O:3]1.[H-].[Na+].Cl[C:13]1[N:18]=[C:17]([NH2:19])[CH:16]=[CH:15][N:14]=1. The catalyst is O1CCCC1. The product is [CH3:1][C:2]1([CH3:9])[O:6][C@@H:5]([CH2:7][O:8][C:13]2[N:18]=[C:17]([NH2:19])[CH:16]=[CH:15][N:14]=2)[CH2:4][O:3]1. The yield is 0.307. (3) The reactants are [NH2:1][C:2]1[CH:10]=[CH:9][C:5]([C:6]([OH:8])=O)=[CH:4][N:3]=1.[NH2:11][CH:12]1[CH2:17][CH2:16][N:15]([CH3:18])[CH2:14][CH2:13]1.CCN(C(C)C)C(C)C.CN(C(ON1N=NC2C=CC=NC1=2)=[N+](C)C)C.F[P-](F)(F)(F)(F)F. The catalyst is CN(C=O)C. The product is [NH2:1][C:2]1[N:3]=[CH:4][C:5]([C:6]([NH:11][CH:12]2[CH2:17][CH2:16][N:15]([CH3:18])[CH2:14][CH2:13]2)=[O:8])=[CH:9][CH:10]=1. The yield is 0.520. (4) The reactants are [CH:1]1([CH2:7][C:8]([NH2:10])=[O:9])[CH2:6][CH2:5][CH2:4][CH2:3][CH2:2]1.C(Cl)(=O)[C:12](Cl)=[O:13].[NH2:17][C:18]1[N:23]=[CH:22][C:21]([O:24][C:25]2[CH:30]=[CH:29][N:28]=[C:27]([NH:31][C:32](=[O:34])[CH3:33])[CH:26]=2)=[CH:20][CH:19]=1.O. The catalyst is ClCCCl.C1COCC1. The product is [C:32]([NH:31][C:27]1[CH:26]=[C:25]([O:24][C:21]2[CH:20]=[CH:19][C:18]([NH:17][C:12]([NH:10][C:8](=[O:9])[CH2:7][CH:1]3[CH2:6][CH2:5][CH2:4][CH2:3][CH2:2]3)=[O:13])=[N:23][CH:22]=2)[CH:30]=[CH:29][N:28]=1)(=[O:34])[CH3:33]. The yield is 0.510. (5) The reactants are [CH2:1]([C:5]1[O:6][C:7]2[CH:22]=[CH:21][C:20]([N+:23]([O-:25])=[O:24])=[CH:19][C:8]=2[C:9]=1[C:10](=[O:18])[C:11]1[CH:16]=[CH:15][C:14]([OH:17])=[CH:13][CH:12]=1)[CH2:2][CH2:3][CH3:4].C(=O)([O-])[O-].[K+].[K+].Cl[CH2:33][CH2:34][CH2:35][N:36]([CH2:41][CH2:42][CH2:43][CH3:44])[CH2:37][CH2:38][CH2:39][CH3:40].[OH-].[Na+]. The catalyst is C(#N)C. The product is [CH2:1]([C:5]1[O:6][C:7]2[CH:22]=[CH:21][C:20]([N+:23]([O-:25])=[O:24])=[CH:19][C:8]=2[C:9]=1[C:10](=[O:18])[C:11]1[CH:12]=[CH:13][C:14]([O:17][CH2:33][CH2:34][CH2:35][N:36]([CH2:41][CH2:42][CH2:43][CH3:44])[CH2:37][CH2:38][CH2:39][CH3:40])=[CH:15][CH:16]=1)[CH2:2][CH2:3][CH3:4]. The yield is 0.910. (6) The reactants are [OH:1][C:2]1[CH:20]=[CH:19][C:5]([CH2:6][N:7]2[C:15]3[C:10](=[CH:11][CH:12]=[CH:13][CH:14]=3)[CH:9]=[C:8]2[CH2:16][NH:17][CH3:18])=[CH:4][CH:3]=1.CN1C2C(=CC=CC=2)C=C1CNC.[CH3:34][C@@H:35]1[C:41](=[O:42])[N:40]([CH3:43])[CH2:39][C:38]2[CH:44]=[C:45]([C:48]([OH:50])=O)[CH:46]=[CH:47][C:37]=2[NH:36]1.C(C[C@@H]1C(=O)N(C)CC2C=C(C(O)=O)C=CC=2N1)(OC)=O. No catalyst specified. The product is [OH:1][C:2]1[CH:3]=[CH:4][C:5]([CH2:6][N:7]2[C:15]3[C:10](=[CH:11][CH:12]=[CH:13][CH:14]=3)[CH:9]=[C:8]2[CH2:16][N:17]([CH3:18])[C:48]([C:45]2[CH:46]=[CH:47][C:37]3[NH:36][C@H:35]([CH3:34])[C:41](=[O:42])[N:40]([CH3:43])[CH2:39][C:38]=3[CH:44]=2)=[O:50])=[CH:19][CH:20]=1. The yield is 0.900.